From a dataset of Full USPTO retrosynthesis dataset with 1.9M reactions from patents (1976-2016). Predict the reactants needed to synthesize the given product. (1) Given the product [CH3:27][C:7]1[CH:6]=[C:5]2[C:10](=[CH:9][C:8]=1[C:23]([O:25][CH3:26])=[O:24])[N:11]1[C:15]([CH:17]3[CH2:22][CH2:21][O:20][CH2:19][CH2:18]3)=[N:14][N:13]=[C:12]1[C:3](=[O:2])[NH:4]2, predict the reactants needed to synthesize it. The reactants are: C[O:2][C:3]1[C:12]([NH:13][NH:14][C:15]([CH:17]2[CH2:22][CH2:21][O:20][CH2:19][CH2:18]2)=O)=[N:11][C:10]2[C:5](=[CH:6][C:7]([CH3:27])=[C:8]([C:23]([O:25][CH3:26])=[O:24])[CH:9]=2)[N:4]=1.O1CCCC1.S(Cl)(Cl)=O. (2) Given the product [Cl:1][C:2]1[CH:7]=[C:6]([CH3:8])[CH:5]=[C:4]([CH3:9])[C:3]=1[N:10]1[CH2:15][CH2:14][CH2:13][CH2:12][C:11]1=[O:17], predict the reactants needed to synthesize it. The reactants are: [Cl:1][C:2]1[CH:7]=[C:6]([CH3:8])[CH:5]=[C:4]([CH3:9])[C:3]=1[NH:10][C:11](=[O:17])[CH2:12][CH2:13][CH2:14][CH2:15]Cl.CC(C)([O-])C.[K+].[I-].[Na+]. (3) Given the product [CH3:16][C:13]1[S:12][C:11]2[C:2]([S:34][C:28]3[CH:33]=[CH:32][CH:31]=[CH:30][CH:29]=3)=[C:3]3[C:8](=[C:9]([C:17]4[CH:18]=[CH:19][C:20]([OH:23])=[CH:21][CH:22]=4)[C:10]=2[C:14]=1[CH3:15])[CH:7]=[CH:6][CH:5]=[CH:4]3, predict the reactants needed to synthesize it. The reactants are: I[C:2]1[C:11]2[S:12][C:13]([CH3:16])=[C:14]([CH3:15])[C:10]=2[C:9]([C:17]2[CH:22]=[CH:21][C:20]([O:23]S(C)(=O)=O)=[CH:19][CH:18]=2)=[C:8]2[C:3]=1[CH:4]=[CH:5][CH:6]=[CH:7]2.[C:28]1([SH:34])[CH:33]=[CH:32][CH:31]=[CH:30][CH:29]=1.[OH-].[Na+].Cl. (4) Given the product [Cl:35][C@H:19]1[C@@H:21]([CH3:23])[O:22][C@@H:16]([N:13]2[CH:12]=[N:11][C:10]3[C:14]2=[N:15][C:7]([O:6][CH:1]2[CH2:5][CH2:4][CH2:3][CH2:2]2)=[N:8][C:9]=3[NH2:25])[C@@H:17]1[OH:18].[Cl:35][C@H:17]1[C@H:19]([OH:20])[C@@H:21]([CH3:23])[O:22][C@H:16]1[N:13]1[CH:12]=[N:11][C:10]2[C:14]1=[N:15][C:7]([O:6][CH:1]1[CH2:5][CH2:4][CH2:3][CH2:2]1)=[N:8][C:9]=2[NH2:25], predict the reactants needed to synthesize it. The reactants are: [CH:1]1([O:6][C:7]2[N:15]=[C:14]3[C:10]([N:11]=[CH:12][N:13]3[C@@H:16]3[O:22][C@H:21]([CH2:23]O)[C@@H:19]([OH:20])[C@H:17]3[OH:18])=[C:9]([NH2:25])[N:8]=2)[CH2:5][CH2:4][CH2:3][CH2:2]1.C(OC(C([Cl:35])=O)(C)C)(=O)C. (5) Given the product [OH:1][C:2]1[C:3]([C:18](=[N:22][NH:21][C:23]([C:25]2[S:29][C:28]([C:30]([O:32][CH3:33])=[O:31])=[CH:27][CH:26]=2)=[O:24])[CH3:19])=[N:4][N:5]([CH3:17])[C:6]=1[C:7]1[CH:12]=[CH:11][C:10]([C:13]([F:16])([F:15])[F:14])=[CH:9][CH:8]=1, predict the reactants needed to synthesize it. The reactants are: [OH:1][C:2]1[C:3]([C:18](=O)[CH3:19])=[N:4][N:5]([CH3:17])[C:6]=1[C:7]1[CH:12]=[CH:11][C:10]([C:13]([F:16])([F:15])[F:14])=[CH:9][CH:8]=1.[NH:21]([C:23]([C:25]1[S:29][C:28]([C:30]([O:32][CH3:33])=[O:31])=[CH:27][CH:26]=1)=[O:24])[NH2:22].O.S(C1C=CC(C)=CC=1)(O)(=O)=O. (6) Given the product [Cl:12][C:11]1[C:2]2[N:1]=[C:19]([NH:18][C:21]3[C:26]([CH3:27])=[N:25][C:24]([O:28][CH3:29])=[N:23][C:22]=3[CH3:30])[N:13]([CH2:14][CH2:15][CH2:16][Cl:17])[C:3]=2[C:4]([C:5]([O:7][CH3:8])=[O:6])=[CH:9][CH:10]=1, predict the reactants needed to synthesize it. The reactants are: [NH2:1][C:2]1[C:3]([NH:13][CH2:14][CH2:15][CH2:16][Cl:17])=[C:4]([CH:9]=[CH:10][C:11]=1[Cl:12])[C:5]([O:7][CH3:8])=[O:6].[N:18]([C:21]1[C:22]([CH3:30])=[N:23][C:24]([O:28][CH3:29])=[N:25][C:26]=1[CH3:27])=[C:19]=S.C(=O)([O-])O.[Na+].Cl.C(N=C=NCCCN(C)C)C.C(N(CC)CC)C.